Predict which catalyst facilitates the given reaction. From a dataset of Catalyst prediction with 721,799 reactions and 888 catalyst types from USPTO. (1) Product: [CH3:9][O:8][C:6]1[CH:7]=[C:2]([P:13](=[O:20])([O:17][CH2:18][CH3:19])[O:14][CH2:15][CH3:16])[CH:3]=[CH:4][C:5]=1[N+:10]([O-:12])=[O:11]. Reactant: Cl[C:2]1[CH:3]=[CH:4][C:5]([N+:10]([O-:12])=[O:11])=[C:6]([O:8][CH3:9])[CH:7]=1.[P:13]([O-:20])([O:17][CH2:18][CH3:19])[O:14][CH2:15][CH3:16].CC1(C)C2C(=C(P(C3C=CC=CC=3)C3C=CC=CC=3)C=CC=2)OC2C(P(C3C=CC=CC=3)C3C=CC=CC=3)=CC=CC1=2.P([O-])([O-])([O-])=O.[K+].[K+].[K+]. The catalyst class is: 274. (2) Reactant: O.[CH3:2][O:3][C:4]1[CH:9]=[C:8]([N+:10]([O-:12])=[O:11])[CH:7]=[CH:6][C:5]=1[C:13]1[O:17][CH:16]=[N:15][C:14]=1[C:18]([OH:20])=[O:19]. Product: [CH3:2][O:3][C:4]1[CH:9]=[C:8]([N+:10]([O-:12])=[O:11])[CH:7]=[CH:6][C:5]=1[C:13]1[O:17][CH:16]=[N:15][C:14]=1[C:18]([OH:20])=[O:19].[CH3:2][O:3][C:4]1[CH:9]=[C:8]([N+:10]([O-:12])=[O:11])[CH:7]=[CH:6][C:5]=1[C:13]1[O:17][CH:16]=[N:15][CH:14]=1. The catalyst class is: 3. (3) Reactant: Br[C:2]1[C:3]([O:12][CH2:13][CH:14]([F:16])[F:15])=[N:4][CH:5]=[C:6]([CH:11]=1)[C:7]([O:9][CH3:10])=[O:8].[CH:17]1(B(O)O)[CH2:19][CH2:18]1.C1(P(C2CCCCC2)C2CCCCC2)CCCCC1.P([O-])([O-])([O-])=O.[K+].[K+].[K+]. Product: [CH:17]1([C:2]2[C:3]([O:12][CH2:13][CH:14]([F:16])[F:15])=[N:4][CH:5]=[C:6]([CH:11]=2)[C:7]([O:9][CH3:10])=[O:8])[CH2:19][CH2:18]1. The catalyst class is: 498.